This data is from HIV replication inhibition screening data with 41,000+ compounds from the AIDS Antiviral Screen. The task is: Binary Classification. Given a drug SMILES string, predict its activity (active/inactive) in a high-throughput screening assay against a specified biological target. (1) The compound is COC(=O)c1ccccc1C1CN=NC12Cc1c(ccc3c1CCC3)C2=O. The result is 0 (inactive). (2) The molecule is CN(C)c1ccc(C=C(C#N)C(N)=C(C#N)C#N)cc1. The result is 1 (active). (3) The drug is N#CC(C#N)=Cc1ccccc1F. The result is 0 (inactive). (4) The result is 0 (inactive). The drug is O=C(NC(Nc1ccc(F)cc1)(C(F)(F)F)C(F)(F)F)C(C(F)(F)F)C(F)(F)F.